Dataset: Full USPTO retrosynthesis dataset with 1.9M reactions from patents (1976-2016). Task: Predict the reactants needed to synthesize the given product. (1) Given the product [O:30]1[CH:31]=[CH:32][CH:33]=[C:29]1[C:2]1[CH:7]=[CH:6][C:5]([N:8]2[CH:12]=[C:11]([CH3:13])[CH:10]=[C:9]2[C:14]2[CH:19]=[CH:18][C:17]([S:20]([CH3:23])(=[O:22])=[O:21])=[CH:16][CH:15]=2)=[CH:4][CH:3]=1, predict the reactants needed to synthesize it. The reactants are: Br[C:2]1[CH:7]=[CH:6][C:5]([N:8]2[CH:12]=[C:11]([CH3:13])[CH:10]=[C:9]2[C:14]2[CH:19]=[CH:18][C:17]([S:20]([CH3:23])(=[O:22])=[O:21])=[CH:16][CH:15]=2)=[CH:4][CH:3]=1.C([Sn](CCCC)(CCCC)[C:29]1[O:30][CH:31]=[CH:32][CH:33]=1)CCC.[Li+].[Cl-]. (2) The reactants are: [CH3:1][C:2]1[CH:7]=[CH:6][C:5]([NH:8][C:9](=[O:21])[C:10]2[CH:15]=[CH:14][N:13]=[C:12]([N:16]3[CH2:20][CH2:19][CH2:18][CH2:17]3)[CH:11]=2)=[CH:4][C:3]=1[C:22]1[CH:27]=[CH:26][C:25]([C:28]([OH:30])=O)=[CH:24][CH:23]=1.CN(C(ON1N=NC2C=CC=NC1=2)=[N+](C)C)C.F[P-](F)(F)(F)(F)F.C1C=CC2N(O)N=NC=2C=1.CCN(C(C)C)C(C)C.[NH2:74][CH2:75][CH2:76][CH2:77][N:78]1[CH:82]=[CH:81][N:80]=[CH:79]1. Given the product [N:78]1([CH2:77][CH2:76][CH2:75][NH:74][C:28]([C:25]2[CH:24]=[CH:23][C:22]([C:3]3[C:2]([CH3:1])=[CH:7][CH:6]=[C:5]([NH:8][C:9](=[O:21])[C:10]4[CH:15]=[CH:14][N:13]=[C:12]([N:16]5[CH2:17][CH2:18][CH2:19][CH2:20]5)[CH:11]=4)[CH:4]=3)=[CH:27][CH:26]=2)=[O:30])[CH:82]=[CH:81][N:80]=[CH:79]1, predict the reactants needed to synthesize it.